From a dataset of Full USPTO retrosynthesis dataset with 1.9M reactions from patents (1976-2016). Predict the reactants needed to synthesize the given product. Given the product [CH3:6][O:7][C:8]1[C:9]([CH3:27])=[C:10]([C:15]2[C:24]3[C:19](=[CH:20][CH:21]=[CH:22][CH:23]=3)[C:18]([CH:25]([OH:26])[CH2:1][CH2:2][CH3:3])=[CH:17][N:16]=2)[C:11]([CH3:14])=[CH:12][CH:13]=1, predict the reactants needed to synthesize it. The reactants are: [CH2:1]([Mg]Cl)[CH2:2][CH3:3].[CH3:6][O:7][C:8]1[C:9]([CH3:27])=[C:10]([C:15]2[C:24]3[C:19](=[CH:20][CH:21]=[CH:22][CH:23]=3)[C:18]([CH:25]=[O:26])=[CH:17][N:16]=2)[C:11]([CH3:14])=[CH:12][CH:13]=1.